This data is from Forward reaction prediction with 1.9M reactions from USPTO patents (1976-2016). The task is: Predict the product of the given reaction. Given the reactants [Cl:1][C:2]1[N:7]=[CH:6][N:5]=[C:4]([NH:8][CH:9]2[CH2:11][CH2:10]2)[C:3]=1[NH2:12].[CH2:13]([C:15]1[N:23]=[CH:22][CH:21]=[CH:20][C:16]=1[C:17](Cl)=[O:18])[CH3:14].C([O-])(O)=O.[Na+], predict the reaction product. The product is: [Cl:1][C:2]1[C:3]([NH:12][C:17](=[O:18])[C:16]2[CH:20]=[CH:21][CH:22]=[N:23][C:15]=2[CH2:13][CH3:14])=[C:4]([NH:8][CH:9]2[CH2:10][CH2:11]2)[N:5]=[CH:6][N:7]=1.